From a dataset of Forward reaction prediction with 1.9M reactions from USPTO patents (1976-2016). Predict the product of the given reaction. (1) Given the reactants [CH3:1][O:2][C:3]([C:5]1[C:10]([NH2:11])=[N:9][CH:8]=[C:7]([C:12]2[CH:16]=[CH:15][O:14][CH:13]=2)[N:6]=1)=[O:4], predict the reaction product. The product is: [CH3:1][O:2][C:3]([C:5]1[C:10]([NH2:11])=[N:9][CH:8]=[C:7]([CH:12]2[CH2:16][CH2:15][O:14][CH2:13]2)[N:6]=1)=[O:4]. (2) Given the reactants [CH:1]1([OH:6])[CH2:5][CH2:4][CH2:3][CH2:2]1.[H-].[Na+].CC1C=CC(S(O[CH2:20][CH2:21][O:22][C:23]2[CH:28]=[CH:27][C:26]([CH2:29][C:30]3[CH:35]=[C:34]([Br:36])[CH:33]=[CH:32][C:31]=3[Cl:37])=[CH:25][CH:24]=2)(=O)=O)=CC=1, predict the reaction product. The product is: [Br:36][C:34]1[CH:33]=[CH:32][C:31]([Cl:37])=[C:30]([CH2:29][C:26]2[CH:27]=[CH:28][C:23]([O:22][CH2:21][CH2:20][O:6][CH:1]3[CH2:5][CH2:4][CH2:3][CH2:2]3)=[CH:24][CH:25]=2)[CH:35]=1.